This data is from Catalyst prediction with 721,799 reactions and 888 catalyst types from USPTO. The task is: Predict which catalyst facilitates the given reaction. (1) Reactant: F[C:2]1[C:9]([F:10])=[C:8]([F:11])[C:7]([I:12])=[CH:6][C:3]=1[CH:4]=[O:5].C(N(CC)CC)C.[CH3:20][CH:21]1[O:26][CH:25]([CH3:27])[CH2:24][NH:23][CH2:22]1. Product: [CH3:27][C@H:25]1[O:26][C@@H:21]([CH3:20])[CH2:22][N:23]([C:2]2[C:9]([F:10])=[C:8]([F:11])[C:7]([I:12])=[CH:6][C:3]=2[CH:4]=[O:5])[CH2:24]1. The catalyst class is: 10. (2) Reactant: [H-].[Na+].[NH:3]1[CH2:8][CH2:7][O:6][CH2:5][C:4]1=[O:9].Cl[CH2:11][CH2:12][O:13][C:14]1[CH:18]=[C:17]([CH3:19])[N:16]([C:20]2[CH:29]=[CH:28][C:27]3[C:22](=[CH:23][CH:24]=[CH:25][CH:26]=3)[CH:21]=2)[N:15]=1.O. Product: [CH3:19][C:17]1[N:16]([C:20]2[CH:29]=[CH:28][C:27]3[C:22](=[CH:23][CH:24]=[CH:25][CH:26]=3)[CH:21]=2)[N:15]=[C:14]([O:13][CH2:12][CH2:11][N:3]2[CH2:8][CH2:7][O:6][CH2:5][C:4]2=[O:9])[CH:18]=1. The catalyst class is: 3. (3) Reactant: [CH2:1]([O:8][C:9]([N:11]1[CH2:16][CH2:15][C:14]([C:20]2[CH:29]=[CH:28][C:27]3[C:22](=[CH:23][CH:24]=[CH:25][CH:26]=3)[CH:21]=2)([C:17](O)=[O:18])[CH2:13][CH2:12]1)=[O:10])[C:2]1[CH:7]=[CH:6][CH:5]=[CH:4][CH:3]=1.FC(F)(F)C(O)=O. Product: [CH:17]([C:14]1([C:20]2[CH:29]=[CH:28][C:27]3[C:22](=[CH:23][CH:24]=[CH:25][CH:26]=3)[CH:21]=2)[CH2:13][CH2:12][N:11]([C:9]([O:8][CH2:1][C:2]2[CH:7]=[CH:6][CH:5]=[CH:4][CH:3]=2)=[O:10])[CH2:16][CH2:15]1)=[O:18]. The catalyst class is: 4. (4) Reactant: [C:1]([CH:3]1[CH2:8][CH2:7][N:6]([C:9]([C@H:11]([NH:16][C:17]([C:19]2[C:27]3[C:22](=[N:23][CH:24]=[C:25]([C:28]4[C:36]5[C:31](=[CH:32][CH:33]=[C:34]([Cl:37])[CH:35]=5)[N:30]([CH3:38])[N:29]=4)[N:26]=3)[N:21](COCC[Si](C)(C)C)[CH:20]=2)=[O:18])[C:12]([CH3:15])([CH3:14])[CH3:13])=[O:10])[CH2:5][CH2:4]1)#[N:2].FC(F)(F)C(O)=O.C(N)CN. Product: [C:1]([CH:3]1[CH2:8][CH2:7][N:6]([C:9]([C@H:11]([NH:16][C:17]([C:19]2[C:27]3[C:22](=[N:23][CH:24]=[C:25]([C:28]4[C:36]5[C:31](=[CH:32][CH:33]=[C:34]([Cl:37])[CH:35]=5)[N:30]([CH3:38])[N:29]=4)[N:26]=3)[NH:21][CH:20]=2)=[O:18])[C:12]([CH3:15])([CH3:14])[CH3:13])=[O:10])[CH2:5][CH2:4]1)#[N:2]. The catalyst class is: 4. (5) Reactant: [C:1]([C:4]1[CH:9]=[CH:8][C:7]([NH:10][C:11]2[N:16]=[C:15]([NH:17][CH2:18][CH2:19][CH3:20])[C:14]([C:21]([OH:23])=O)=[CH:13][N:12]=2)=[CH:6][CH:5]=1)(=[O:3])[NH2:2].Cl.C(N=C=NCCCN(C)C)C.O.ON1C2C=CC=CC=2N=N1.C(N(CC)C(C)C)(C)C.[C:56]1([NH2:63])[CH:61]=[CH:60][CH:59]=[C:58]([NH2:62])[CH:57]=1.C(=O)([O-])O.[Na+]. Product: [NH2:62][C:58]1[CH:57]=[C:56]([NH:63][C:21]([C:14]2[C:15]([NH:17][CH2:18][CH2:19][CH3:20])=[N:16][C:11]([NH:10][C:7]3[CH:6]=[CH:5][C:4]([C:1](=[O:3])[NH2:2])=[CH:9][CH:8]=3)=[N:12][CH:13]=2)=[O:23])[CH:61]=[CH:60][CH:59]=1. The catalyst class is: 434. (6) Reactant: [CH3:1][N:2]1[CH2:7][CH2:6][N:5]([C:8]2[CH:13]=[CH:12][C:11]([C:14](=[S:16])[NH2:15])=[CH:10][CH:9]=2)[CH2:4][CH2:3]1.[CH:17]12[O:23][CH:22]1[CH2:21][CH2:20][CH2:19][C:18]2=O. Product: [CH3:1][N:2]1[CH2:3][CH2:4][N:5]([C:8]2[CH:9]=[CH:10][C:11]([C:14]3[S:16][C:21]4[CH:22]([OH:23])[CH2:17][CH2:18][CH2:19][C:20]=4[N:15]=3)=[CH:12][CH:13]=2)[CH2:6][CH2:7]1. The catalyst class is: 5. (7) Reactant: [CH3:1][C:2]([C:6]1[CH:10]=[C:9]([NH2:11])[N:8]([C:12]2[CH:17]=[CH:16][C:15]([CH3:18])=[CH:14][CH:13]=2)[N:7]=1)([C:4]#[CH:5])[CH3:3].[Cl:19][C:20]1[N:25]=[C:24]([O:26][C:27]2[C:36]3[C:31](=[CH:32][CH:33]=[CH:34][CH:35]=3)[C:30]([NH:37][C:38](=O)[O:39]C3C=CC=CC=3)=[CH:29][CH:28]=2)[CH:23]=[CH:22][N:21]=1. Product: [Cl:19][C:20]1[N:25]=[C:24]([O:26][C:27]2[C:36]3[C:31](=[CH:32][CH:33]=[CH:34][CH:35]=3)[C:30]([NH:37][C:38]([NH:11][C:9]3[N:8]([C:12]4[CH:13]=[CH:14][C:15]([CH3:18])=[CH:16][CH:17]=4)[N:7]=[C:6]([C:2]([CH3:1])([C:4]#[CH:5])[CH3:3])[CH:10]=3)=[O:39])=[CH:29][CH:28]=2)[CH:23]=[CH:22][N:21]=1. The catalyst class is: 251. (8) Reactant: [H-].C([Al+]CC(C)C)C(C)C.[CH3:11][O:12][C:13]1[CH:18]=[CH:17][C:16]([C:19]2[CH:24]=[CH:23][C:22]([C:25]#N)=[CH:21][CH:20]=2)=[CH:15][CH:14]=1.Cl.[OH2:28]. Product: [CH3:11][O:12][C:13]1[CH:18]=[CH:17][C:16]([C:19]2[CH:24]=[CH:23][C:22]([CH:25]=[O:28])=[CH:21][CH:20]=2)=[CH:15][CH:14]=1. The catalyst class is: 2.